This data is from Full USPTO retrosynthesis dataset with 1.9M reactions from patents (1976-2016). The task is: Predict the reactants needed to synthesize the given product. Given the product [CH:17]1([OH:37])[CH2:36][CH2:35][CH2:34][CH2:33][CH2:32][CH2:31][CH2:30][CH2:29][CH2:28][CH:27]=[CH:26][CH2:25][CH2:24][CH2:23][CH2:22][CH2:21][CH2:20][CH2:19][CH2:18]1, predict the reactants needed to synthesize it. The reactants are: C1(=O)CCCCCCCCCCCCCC1.[C:17]1(=[O:37])[CH2:36][CH2:35][CH2:34][CH2:33][CH2:32][CH2:31][CH2:30][CH2:29][CH2:28][CH:27]=[CH:26][CH2:25][CH2:24][CH2:23][CH2:22][CH2:21][CH2:20][CH2:19][CH2:18]1.